From a dataset of Full USPTO retrosynthesis dataset with 1.9M reactions from patents (1976-2016). Predict the reactants needed to synthesize the given product. (1) The reactants are: [Cl:1][C:2]1[N:3]=[N:4][C:5]([CH3:16])=[C:6]([CH2:13][CH2:14][CH3:15])[C:7]=1[CH:8]1[O:12][CH2:11][CH2:10][O:9]1.C1C=C(Cl)C=C(C(OO)=[O:25])C=1.C([O-])([O-])=O.[K+].[K+]. Given the product [Cl:1][C:2]1[N:3]=[N+:4]([O-:25])[C:5]([CH3:16])=[C:6]([CH2:13][CH2:14][CH3:15])[C:7]=1[CH:8]1[O:12][CH2:11][CH2:10][O:9]1, predict the reactants needed to synthesize it. (2) Given the product [Br:1][C:2]1[CH:3]=[N:4][C:5]2[C:10]([CH:11]=1)=[CH:9][C:8]([CH2:12][OH:13])=[CH:7][CH:6]=2, predict the reactants needed to synthesize it. The reactants are: [Br:1][C:2]1[CH:3]=[N:4][C:5]2[C:10]([CH:11]=1)=[CH:9][C:8]([C:12](OC)=[O:13])=[CH:7][CH:6]=2.[H-].[H-].[H-].[H-].[Li+].[Al+3].O.[OH-].[Na+]. (3) The reactants are: Cl.[CH2:2]([NH:9][OH:10])[C:3]1[CH:8]=[CH:7][CH:6]=[CH:5][CH:4]=1.[CH:11]1([S:16][C:17]2[CH:24]=[CH:23][C:22]([N+:25]([O-:27])=[O:26])=[CH:21][C:18]=2[CH:19]=O)[CH2:15][CH2:14][CH2:13][CH2:12]1. Given the product [CH2:2]([N+:9]([O-:10])=[CH:19][C:18]1[CH:21]=[C:22]([N+:25]([O-:27])=[O:26])[CH:23]=[CH:24][C:17]=1[S:16][CH:11]1[CH2:12][CH2:13][CH2:14][CH2:15]1)[C:3]1[CH:8]=[CH:7][CH:6]=[CH:5][CH:4]=1, predict the reactants needed to synthesize it. (4) The reactants are: Cl.[NH2:2][CH2:3][CH2:4][CH2:5][CH2:6][C:7]1[CH:12]=[CH:11][C:10]([O:13][CH3:14])=[CH:9][CH:8]=1.C1(C)C=CC=CC=1.[OH-].[Na+].S([NH:34][N:35]=[CH:36][CH:37](Cl)Cl)(C1C=CC(C)=CC=1)(=O)=O. Given the product [CH3:14][O:13][C:10]1[CH:9]=[CH:8][C:7]([CH2:6][CH2:5][CH2:4][CH2:3][N:2]2[CH:37]=[CH:36][N:35]=[N:34]2)=[CH:12][CH:11]=1, predict the reactants needed to synthesize it. (5) The reactants are: [F:1][C:2]([F:7])([F:6])[C:3]([OH:5])=[O:4].[F:8][C:9]([F:14])([F:13])[C:10]([OH:12])=[O:11].[Cl:15][C:16]1[CH:17]=[N:18][C:19]2[NH:20][C:21]3[CH:22]=[CH:23][CH:24]=[C:25]([CH:43]=3)[CH2:26][CH2:27][C:28]3[CH:36]=[C:32]([NH:33][C:34]=1[N:35]=2)[CH:31]=[CH:30][C:29]=3[N:37]1[CH2:42][CH2:41][NH:40][CH2:39][CH2:38]1.C(N(CC)C(C)C)(C)C.[C:53](OC(=O)C)(=[O:55])[CH3:54].[OH-].[Na+]. Given the product [F:1][C:2]([F:7])([F:6])[C:3]([OH:5])=[O:4].[F:8][C:9]([F:14])([F:13])[C:10]([OH:12])=[O:11].[C:53]([N:40]1[CH2:41][CH2:42][N:37]([C:29]2[CH:30]=[CH:31][C:32]3[NH:33][C:34]4[N:35]=[C:19]([NH:20][C:21]5[CH:22]=[CH:23][CH:24]=[C:25]([CH:43]=5)[CH2:26][CH2:27][C:28]=2[CH:36]=3)[N:18]=[CH:17][C:16]=4[Cl:15])[CH2:38][CH2:39]1)(=[O:55])[CH3:54], predict the reactants needed to synthesize it.